This data is from Forward reaction prediction with 1.9M reactions from USPTO patents (1976-2016). The task is: Predict the product of the given reaction. (1) Given the reactants [CH3:1][O:2][C:3]1[CH:4]=[C:5]([O:21][C:22]2[CH:23]=[N:24][C:25]([CH2:28][O:29][CH3:30])=[CH:26][CH:27]=2)[CH:6]=[C:7]2[C:11]=1[NH:10][C:9]([C:12]1[S:13][CH:14]([CH2:17][C:18]([OH:20])=O)[CH2:15][N:16]=1)=[CH:8]2.Cl.C([N:34]=C=NCCCN(C)C)C.O.ON1C2C=CC=CC=2N=N1.[OH-].[NH4+], predict the reaction product. The product is: [CH3:1][O:2][C:3]1[CH:4]=[C:5]([O:21][C:22]2[CH:23]=[N:24][C:25]([CH2:28][O:29][CH3:30])=[CH:26][CH:27]=2)[CH:6]=[C:7]2[C:11]=1[NH:10][C:9]([C:12]1[S:13][CH:14]([CH2:17][C:18]([NH2:34])=[O:20])[CH2:15][N:16]=1)=[CH:8]2. (2) Given the reactants [H-].[Na+].[CH2:3]([N:7]1[C:15]2[C:14](=[O:16])[N:13]([CH2:17][CH2:18][C:19]3[CH:24]=[CH:23][CH:22]=[CH:21][CH:20]=3)[C:12]([Cl:25])=[N:11][C:10]=2[N:9]=[C:8]1[N:26]1[CH2:31][CH2:30][N:29](C(OC(C)(C)C)=O)[CH2:28][CH2:27]1)[C:4]#[C:5][CH3:6].[CH3:39][OH:40], predict the reaction product. The product is: [ClH:25].[CH2:3]([N:7]1[C:15]2[C:14](=[O:16])[N:13]([CH2:17][CH2:18][C:19]3[CH:20]=[CH:21][CH:22]=[CH:23][CH:24]=3)[C:12]([O:40][CH3:39])=[N:11][C:10]=2[N:9]=[C:8]1[N:26]1[CH2:31][CH2:30][NH:29][CH2:28][CH2:27]1)[C:4]#[C:5][CH3:6].